Dataset: Full USPTO retrosynthesis dataset with 1.9M reactions from patents (1976-2016). Task: Predict the reactants needed to synthesize the given product. (1) Given the product [C:12]([O:11][C:9](=[O:10])[NH:27][S:24]([C:19]1[CH:18]=[C:17]([I:16])[CH:22]=[C:21]([I:23])[CH:20]=1)(=[O:25])=[O:26])([CH3:13])([CH3:14])[CH3:15], predict the reactants needed to synthesize it. The reactants are: [C:9](O[C:9]([O:11][C:12]([CH3:15])([CH3:14])[CH3:13])=[O:10])([O:11][C:12]([CH3:15])([CH3:14])[CH3:13])=[O:10].[I:16][C:17]1[CH:18]=[C:19]([S:24]([NH2:27])(=[O:26])=[O:25])[CH:20]=[C:21]([I:23])[CH:22]=1.N1C=CC=CC=1.C(N(CC)CC)C. (2) Given the product [Cl:8][C:6]1[CH:5]=[C:4]([C:9]2([C:24]([F:25])([F:27])[F:26])[O:13][CH2:12][C:11]([C:14]3[CH:22]=[CH:21][C:17]([C:18]([NH:35][CH2:36][C:37](=[O:38])[NH:39][CH2:40][C:41]([F:44])([F:43])[F:42])=[O:20])=[C:16]([CH3:23])[CH:15]=3)=[CH:10]2)[CH:3]=[C:2]([Cl:1])[CH:7]=1, predict the reactants needed to synthesize it. The reactants are: [Cl:1][C:2]1[CH:3]=[C:4]([C:9]2([C:24]([F:27])([F:26])[F:25])[O:13][CH2:12][C:11]([C:14]3[CH:22]=[CH:21][C:17]([C:18]([OH:20])=O)=[C:16]([CH3:23])[CH:15]=3)=[CH:10]2)[CH:5]=[C:6]([Cl:8])[CH:7]=1.FC(F)(F)C([O-])=O.[NH2:35][CH2:36][C:37]([NH:39][CH2:40][C:41]([F:44])([F:43])[F:42])=[O:38].ON1C2C=CC=NC=2N=N1.C1(N=C=NC2CCCCC2)CCCCC1.